The task is: Predict the reactants needed to synthesize the given product.. This data is from Full USPTO retrosynthesis dataset with 1.9M reactions from patents (1976-2016). (1) Given the product [O:23]=[S:2]1(=[O:1])[CH2:7][CH2:6][CH2:5][CH2:4][N:3]1[C:8]1[N:17]=[C:16]([C:18]([OH:20])=[O:19])[C:15]([OH:22])=[C:14]2[C:9]=1[CH:10]=[CH:11][CH:12]=[N:13]2, predict the reactants needed to synthesize it. The reactants are: [O:1]=[S:2]1(=[O:23])[CH2:7][CH2:6][CH2:5][CH2:4][N:3]1[C:8]1[N:17]=[C:16]([C:18]([O:20]C)=[O:19])[C:15]([OH:22])=[C:14]2[C:9]=1[CH:10]=[CH:11][CH:12]=[N:13]2.[OH-].[Li+].Cl. (2) Given the product [CH:1]1([C:10]2[CH:11]=[CH:12][C:13]([O:16][CH2:17][CH:19]3[CH2:20][O:21]3)=[CH:14][CH:15]=2)[C:9]2[C:4](=[CH:5][CH:6]=[CH:7][CH:8]=2)[CH2:3][CH2:2]1, predict the reactants needed to synthesize it. The reactants are: [CH:1]1([C:10]2[CH:15]=[CH:14][C:13]([OH:16])=[CH:12][CH:11]=2)[C:9]2[C:4](=[CH:5][CH:6]=[CH:7][CH:8]=2)[CH2:3][CH2:2]1.[CH2:17]([CH:19]1[O:21][CH2:20]1)Cl. (3) Given the product [Cl:8][C:12]1[C:13]([CH3:24])=[C:14]([C:15]2[CH:16]=[C:17]([C:20]([O:22][CH3:23])=[O:21])[S:18][CH:19]=2)[N:10]([CH3:9])[N:11]=1, predict the reactants needed to synthesize it. The reactants are: C1C(=O)N([Cl:8])C(=O)C1.[CH3:9][N:10]1[C:14]([C:15]2[CH:16]=[C:17]([C:20]([O:22][CH3:23])=[O:21])[S:18][CH:19]=2)=[C:13]([CH3:24])[CH:12]=[N:11]1. (4) Given the product [F:1][C:2]1[CH:3]=[CH:4][C:5]([C:8]2[NH:13][C:12](=[O:14])[C:11]([O:16][CH3:17])=[CH:10][N:9]=2)=[CH:6][CH:7]=1, predict the reactants needed to synthesize it. The reactants are: [F:1][C:2]1[CH:7]=[CH:6][C:5]([C:8]2[N:13]=[C:12]([O:14]C)[C:11]([O:16][CH3:17])=[CH:10][N:9]=2)=[CH:4][CH:3]=1. (5) Given the product [CH3:1][C:2]([CH3:8])([CH2:5][CH:6]=[CH2:7])[CH2:3][O:4][Si:13]([CH3:16])([CH3:15])[C:9]([CH3:12])([CH3:11])[CH3:10], predict the reactants needed to synthesize it. The reactants are: [CH3:1][C:2]([CH3:8])([CH2:5][CH:6]=[CH2:7])[CH2:3][OH:4].[C:9]([Si:13]([CH3:16])([CH3:15])Cl)([CH3:12])([CH3:11])[CH3:10].N1C=CN=C1. (6) Given the product [CH:27]1([O:26][C:25](=[O:32])[NH:1][CH2:2][C:3]2[C:12]3[C:7](=[CH:8][CH:9]=[CH:10][CH:11]=3)[C:6](=[O:13])[N:5]([NH:14][C:15](=[O:24])[CH2:16][C:17]3[CH:18]=[CH:19][C:20]([Cl:23])=[CH:21][CH:22]=3)[N:4]=2)[CH2:31][CH2:30][CH2:29][CH2:28]1, predict the reactants needed to synthesize it. The reactants are: [NH2:1][CH2:2][C:3]1[C:12]2[C:7](=[CH:8][CH:9]=[CH:10][CH:11]=2)[C:6](=[O:13])[N:5]([NH:14][C:15](=[O:24])[CH2:16][C:17]2[CH:22]=[CH:21][C:20]([Cl:23])=[CH:19][CH:18]=2)[N:4]=1.[C:25](Cl)(=[O:32])[O:26][CH:27]1[CH2:31][CH2:30][CH2:29][CH2:28]1. (7) Given the product [CH2:19]([N:1]([CH2:11][CH2:15][CH3:16])[CH2:2][CH2:3][C:4]1[CH:9]=[CH:8][C:7]([OH:10])=[CH:6][CH:5]=1)[CH2:20][CH3:21], predict the reactants needed to synthesize it. The reactants are: [NH2:1][CH2:2][CH2:3][C:4]1[CH:9]=[CH:8][C:7]([OH:10])=[CH:6][CH:5]=1.[C:11]([BH3-])#N.[Na+].[C:15](O)(=O)[CH3:16].[CH:19](=O)[CH2:20][CH3:21].